This data is from Reaction yield outcomes from USPTO patents with 853,638 reactions. The task is: Predict the reaction yield, written as a fraction of the theoretical maximum amount of product (1.0 means a 100% yield; for example, 0.34 means a 34% yield). (1) The reactants are CON(C)[C:4]([C:6]1[C:7]2[CH:14]=[CH:13][C:12]([O:15][CH3:16])=[CH:11][C:8]=2[S:9][CH:10]=1)=[O:5].[CH3:18][Li].[NH4+].[Cl-]. The catalyst is C1COCC1. The product is [C:4]([C:6]1[C:7]2[CH:14]=[CH:13][C:12]([O:15][CH3:16])=[CH:11][C:8]=2[S:9][CH:10]=1)(=[O:5])[CH3:18]. The yield is 0.360. (2) The reactants are [NH2:1][C:2]1[CH:7]=[CH:6][CH:5]=[CH:4][CH:3]=1.Cl[CH2:9][C:10]1[O:11][CH:12]=[CH:13][CH:14]=1.C([O-])([O-])=O.[K+].[K+]. The catalyst is CC#N. The yield is 0.100. The product is [O:11]1[CH:12]=[CH:13][CH:14]=[C:10]1[CH2:9][NH:1][C:2]1[CH:7]=[CH:6][CH:5]=[CH:4][CH:3]=1. (3) The catalyst is O.C(Cl)Cl.CO. The reactants are Cl.[NH2:2][CH2:3][CH:4]([C:11]1[CH:16]=[CH:15][CH:14]=[CH:13][CH:12]=1)[CH2:5][C:6]([O:8]CC)=O.[C:17]([N:36]1[CH:40]=[C:39]([CH:41]=O)[N:38]=[CH:37]1)([C:30]1[CH:35]=[CH:34][CH:33]=[CH:32][CH:31]=1)([C:24]1[CH:29]=[CH:28][CH:27]=[CH:26][CH:25]=1)[C:18]1[CH:23]=[CH:22][CH:21]=[CH:20][CH:19]=1.C(N(CC)CC)C.[BH4-].[Na+]. The yield is 0.360. The product is [C:11]1([CH:4]2[CH2:3][N:2]([CH2:41][C:39]3[N:38]=[CH:37][N:36]([C:17]([C:18]4[CH:23]=[CH:22][CH:21]=[CH:20][CH:19]=4)([C:24]4[CH:25]=[CH:26][CH:27]=[CH:28][CH:29]=4)[C:30]4[CH:35]=[CH:34][CH:33]=[CH:32][CH:31]=4)[CH:40]=3)[C:6](=[O:8])[CH2:5]2)[CH:12]=[CH:13][CH:14]=[CH:15][CH:16]=1.